This data is from Reaction yield outcomes from USPTO patents with 853,638 reactions. The task is: Predict the reaction yield, written as a fraction of the theoretical maximum amount of product (1.0 means a 100% yield; for example, 0.34 means a 34% yield). (1) The reactants are [C:1]1([C:21]2[CH:26]=[CH:25][CH:24]=[CH:23][CH:22]=2)[CH:6]=[CH:5][C:4]([O:7][CH2:8][CH2:9][CH2:10][CH2:11][CH2:12][CH2:13][CH:14]([C:16]2[N:17]=[N:18][NH:19][N:20]=2)[OH:15])=[CH:3][CH:2]=1.CC(C)=O.OS(O)(=O)=O.O=[Cr](=O)=O. The catalyst is CC(C)=O. The product is [C:1]1([C:21]2[CH:26]=[CH:25][CH:24]=[CH:23][CH:22]=2)[CH:6]=[CH:5][C:4]([O:7][CH2:8][CH2:9][CH2:10][CH2:11][CH2:12][CH2:13][C:14]([C:16]2[N:17]=[N:18][NH:19][N:20]=2)=[O:15])=[CH:3][CH:2]=1. The yield is 0.600. (2) The reactants are [OH-].[Na+].[CH3:3][C:4]1([CH3:20])[CH2:9][C:8]([CH3:11])([CH3:10])[CH2:7][C:6]([CH2:14][C:15]([O:17]CC)=[O:16])([CH:12]=[CH2:13])[CH2:5]1.O.Cl. The catalyst is CO. The product is [CH3:3][C:4]1([CH3:20])[CH2:9][C:8]([CH3:10])([CH3:11])[CH2:7][C:6]([CH2:14][C:15]([OH:17])=[O:16])([CH:12]=[CH2:13])[CH2:5]1. The yield is 0.710. (3) The reactants are [C:1]1([C:35]2C=CC=CC=2)[CH:6]=[CH:5][C:4]([C@@:7]23[CH2:25][N:19]([C@H:20]([C:22]([OH:24])=O)[CH2:21]2)[C:18](=[O:26])[C@@H:17]([NH:27][C:28]([O:30][C:31]([CH3:34])([CH3:33])[CH3:32])=[O:29])[CH2:16][CH2:15][CH2:14][CH2:13][CH2:12][CH:11]=[CH:10][CH2:9][S:8]3)=[CH:3][CH:2]=1.[NH2:41][C@:42]1([C:47]([NH:49][S:50]([CH:53]2[CH2:55][CH2:54]2)(=[O:52])=[O:51])=[O:48])[CH2:44][C@H:43]1[CH:45]=[CH2:46].C[C:57]1[CH:58]=[CH:59]C(S(O)(=O)=O)=[CH:61][CH:62]=1.CN(C(ON1N=NC2C=CC=NC1=2)=[N+](C)C)C.F[P-](F)(F)(F)(F)F.C(N(CC)C(C)C)(C)C. The catalyst is C(Cl)Cl.CCOC(C)=O. The product is [C:1]1([C:35]2[CH:59]=[CH:58][CH:57]=[CH:62][CH:61]=2)[CH:6]=[CH:5][C:4]([C@@:7]23[CH2:25][N:19]([C@H:20]([C:22](=[O:24])[NH:41][C@:42]4([C:47](=[O:48])[NH:49][S:50]([CH:53]5[CH2:55][CH2:54]5)(=[O:52])=[O:51])[CH2:44][C@H:43]4[CH:45]=[CH2:46])[CH2:21]2)[C:18](=[O:26])[C@@H:17]([NH:27][C:28](=[O:29])[O:30][C:31]([CH3:33])([CH3:32])[CH3:34])[CH2:16][CH2:15][CH2:14][CH2:13][CH2:12][CH:11]=[CH:10][CH2:9][S:8]3)=[CH:3][CH:2]=1. The yield is 0.525.